This data is from Full USPTO retrosynthesis dataset with 1.9M reactions from patents (1976-2016). The task is: Predict the reactants needed to synthesize the given product. (1) Given the product [CH3:43][C:45]([CH3:65])([CH3:44])[C:34]#[C:35][C:17]1[CH:18]=[C:19]2[C@:20]3([CH2:24][O:23][C:22]([NH2:25])=[N:21]3)[C:9]3[C:10](=[CH:11][CH:12]=[C:7]([C:51]4[CH:56]=[N:55][CH:54]=[CH:53][N:52]=4)[CH:8]=3)[O:13][C:14]2=[N:15][CH:16]=1, predict the reactants needed to synthesize it. The reactants are: FC(F)(F)S(O[C:7]1[CH:8]=[C:9]2[C@@:20]3([CH2:24][O:23][C:22]([NH2:25])=[N:21]3)[C:19]3[C:14](=[N:15][CH:16]=[C:17](N4CCOCC4)[CH:18]=3)[O:13][C:10]2=[CH:11][CH:12]=1)(=O)=O.[CH:34](NC(C)C)(C)[CH3:35].C([CH:43]1[CH2:45][CH2:44]1)#C.C([Sn](CCCC)(CCCC)[C:51]1[CH:56]=[N:55][CH:54]=[CH:53][N:52]=1)CCC.[CH3:65]N(C=O)C. (2) The reactants are: CC(=NO)C(C)=NO.[BH4-].[Na+].[Cl:11][C:12]1[CH:13]=[C:14]([CH:23]=[CH:24][C:25]=1[O:26][CH2:27][CH2:28][CH:29]1[CH2:34][CH2:33][CH2:32][CH2:31][CH2:30]1)[CH:15]=[C:16]1[S:20][C:19](=[O:21])[NH:18][C:17]1=[O:22].C(O)(=O)C. Given the product [Cl:11][C:12]1[CH:13]=[C:14]([CH:23]=[CH:24][C:25]=1[O:26][CH2:27][CH2:28][CH:29]1[CH2:34][CH2:33][CH2:32][CH2:31][CH2:30]1)[CH2:15][CH:16]1[S:20][C:19](=[O:21])[NH:18][C:17]1=[O:22], predict the reactants needed to synthesize it. (3) Given the product [OH:1][C:2]1[CH:3]=[CH:4][C:5]([C@H:8]2[CH2:13][CH2:12][C@H:11]([C:14]3[CH:15]=[CH:16][C:17]([OH:20])=[CH:18][CH:19]=3)[CH2:10][CH2:9]2)=[CH:6][CH:7]=1, predict the reactants needed to synthesize it. The reactants are: [OH:1][C:2]1[CH:7]=[CH:6][C:5]([C:8]2[CH2:13][CH2:12][CH:11]([C:14]3[CH:19]=[CH:18][C:17]([OH:20])=[CH:16][CH:15]=3)[CH2:10][CH:9]=2)=[CH:4][CH:3]=1.OC1C=CC(C2CCC(C3C=CC(O)=CC=3)CC2)=CC=1. (4) Given the product [F:13][C:10]1[CH:11]=[CH:12][C:7]([C:5](=[O:6])[CH2:4][CH2:3][CH2:2][N:14]2[CH2:19][CH2:18][CH:17]([C:20]3[CH:21]=[C:22]([NH:26][C:27]([CH:29]4[CH2:30][CH2:31]4)=[O:28])[CH:23]=[CH:24][CH:25]=3)[CH2:16][CH2:15]2)=[CH:8][CH:9]=1, predict the reactants needed to synthesize it. The reactants are: Cl[CH2:2][CH2:3][CH2:4][C:5]([C:7]1[CH:12]=[CH:11][C:10]([F:13])=[CH:9][CH:8]=1)=[O:6].[NH:14]1[CH2:19][CH2:18][CH:17]([C:20]2[CH:21]=[C:22]([NH:26][C:27]([CH:29]3[CH2:31][CH2:30]3)=[O:28])[CH:23]=[CH:24][CH:25]=2)[CH2:16][CH2:15]1. (5) Given the product [CH:31]1([CH2:30][NH:29][C:20]2[CH:21]=[C:22]([C:25]([F:26])([F:27])[F:28])[CH:23]=[CH:24][C:19]=2[C:15]2[N:16]=[CH:17][N:18]=[C:13]([NH:1][C:2]3[CH:3]=[CH:4][CH:5]=[C:6]4[C:10]=3[CH:9]([OH:11])[CH2:8][CH2:7]4)[CH:14]=2)[CH2:33][CH2:32]1, predict the reactants needed to synthesize it. The reactants are: [NH2:1][C:2]1[CH:3]=[CH:4][CH:5]=[C:6]2[C:10]=1[CH:9]([OH:11])[CH2:8][CH2:7]2.Cl[C:13]1[N:18]=[CH:17][N:16]=[C:15]([C:19]2[CH:24]=[CH:23][C:22]([C:25]([F:28])([F:27])[F:26])=[CH:21][C:20]=2[NH:29][CH2:30][CH:31]2[CH2:33][CH2:32]2)[CH:14]=1. (6) Given the product [O:11]([CH2:19][CH2:20][CH2:21][CH2:22]/[CH:23]=[C:24](\[CH3:27])/[CH:25]=[O:26])[Si:12]([C:15]([CH3:17])([CH3:18])[CH3:16])([CH3:14])[CH3:13], predict the reactants needed to synthesize it. The reactants are: C(N(CC)CC)C.C(Cl)Cl.[O:11]([CH2:19][CH2:20][CH2:21][CH2:22]/[CH:23]=[C:24](\[CH3:27])/[CH2:25][OH:26])[Si:12]([C:15]([CH3:18])([CH3:17])[CH3:16])([CH3:14])[CH3:13]. (7) Given the product [C:27]([OH:32])(=[O:33])[C:34]([OH:36])=[O:37].[Cl:25][C:13]1[N:9]([CH2:8][C:7]2[CH:6]=[CH:5][C:4]([F:3])=[CH:24][CH:23]=2)[C:10]([C:17]2[CH:18]=[CH:19][CH:20]=[CH:21][CH:22]=2)=[N:11][C:12]=1[CH2:14][NH:15][CH3:16], predict the reactants needed to synthesize it. The reactants are: Cl.Cl.[F:3][C:4]1[CH:24]=[CH:23][C:7]([CH2:8][N:9]2[CH:13]=[C:12]([CH2:14][NH:15][CH3:16])[N:11]=[C:10]2[C:17]2[CH:22]=[CH:21][CH:20]=[CH:19][CH:18]=2)=[CH:6][CH:5]=1.[Cl:25]N1C(=O)CC[C:27]1=[O:32].[OH2:33].[C:34](=[O:37])([O-:36])O.[Na+].